This data is from Catalyst prediction with 721,799 reactions and 888 catalyst types from USPTO. The task is: Predict which catalyst facilitates the given reaction. Product: [CH2:1]([O:8][C:9]1[C:10]([Br:22])=[C:11]([C@H:16]([OH:21])[C:17]([O:19][CH3:20])=[O:18])[C:12]([CH3:15])=[CH:13][CH:14]=1)[C:2]1[CH:3]=[CH:4][CH:5]=[CH:6][CH:7]=1. Reactant: [CH2:1]([O:8][C:9]1[C:10]([Br:22])=[C:11]([C:16](=[O:21])[C:17]([O:19][CH3:20])=[O:18])[C:12]([CH3:15])=[CH:13][CH:14]=1)[C:2]1[CH:7]=[CH:6][CH:5]=[CH:4][CH:3]=1.B1(C)OC(C2C=CC=CC=2)(C2C=CC=CC=2)[C@@H]2N1CCC2.[B]1OC2C(=CC=CC=2)O1. The catalyst class is: 11.